Predict which catalyst facilitates the given reaction. From a dataset of Catalyst prediction with 721,799 reactions and 888 catalyst types from USPTO. (1) Reactant: [CH:1]1([C:4]2[CH:5]=[C:6]3[C:45]([C:46](=[O:49])[NH:47][CH3:48])=[C:44]([C:50]4[CH:55]=[CH:54][C:53]([CH3:56])=[CH:52][CH:51]=4)[O:43][C:7]3=[N:8][C:9]=2[N:10]([CH2:15][CH2:16][CH2:17][C@H:18]([CH3:42])[C:19]([O:21][CH2:22][O:23][P:24]([O:34]CC2C=CC=CC=2)([O:26]CC2C=CC=CC=2)=[O:25])=[O:20])[S:11]([CH3:14])(=[O:13])=[O:12])[CH2:3][CH2:2]1.C([O-])(O)=O.[Na+]. Product: [CH:1]1([C:4]2[CH:5]=[C:6]3[C:45]([C:46](=[O:49])[NH:47][CH3:48])=[C:44]([C:50]4[CH:55]=[CH:54][C:53]([CH3:56])=[CH:52][CH:51]=4)[O:43][C:7]3=[N:8][C:9]=2[N:10]([CH2:15][CH2:16][CH2:17][C@H:18]([CH3:42])[C:19]([O:21][CH2:22][O:23][P:24]([OH:26])([OH:34])=[O:25])=[O:20])[S:11]([CH3:14])(=[O:12])=[O:13])[CH2:2][CH2:3]1. The catalyst class is: 99. (2) The catalyst class is: 4. Product: [F:36][C:37]([F:42])([F:41])[C:38]([O-:40])=[O:39].[CH3:2][N:3]([CH3:35])[C:4]1[CH:5]=[C:6]2[C:15](=[CH:16][CH:17]=1)[N:14]=[C:13]1[C:8]([CH:9]=[C:10]([N:22]3[CH2:27][CH2:26][NH:25][CH2:24][CH2:23]3)[CH:11]=[C:12]1[C:18]([F:20])([F:21])[F:19])=[S+:7]2. Reactant: [I-].[CH3:2][N:3]([CH3:35])[C:4]1[CH:5]=[C:6]2[C:15](=[CH:16][CH:17]=1)[N:14]=[C:13]1[C:8]([CH:9]=[C:10]([N:22]3[CH2:27][CH2:26][N:25](C(OC(C)(C)C)=O)[CH2:24][CH2:23]3)[CH:11]=[C:12]1[C:18]([F:21])([F:20])[F:19])=[S+:7]2.[F:36][C:37]([F:42])([F:41])[C:38]([OH:40])=[O:39]. (3) Reactant: [O:1]1[CH:5]=[CH:4][CH:3]=[C:2]1[CH:6]1[CH2:11][C:10](=[O:12])[CH2:9][C:8](=[O:13])[CH2:7]1.[Br:14]N1C(=O)CCC1=O. Product: [Br:14][CH:9]1[C:10](=[O:12])[CH2:11][CH:6]([C:2]2[O:1][CH:5]=[CH:4][CH:3]=2)[CH2:7][C:8]1=[O:13]. The catalyst class is: 1. (4) Reactant: C(OC([NH:8][C@H:9]([C:18]([OH:20])=[O:19])[C@@H:10]([O:13]C(C)(C)C)[CH2:11][CH3:12])=O)(C)(C)C. Product: [OH:13][C@@H:10]([CH2:11][CH3:12])[C@@H:9]([C:18]([OH:20])=[O:19])[NH2:8]. The catalyst class is: 89. (5) Reactant: [Cl:1][C:2]1[CH:3]=[C:4]([NH:8][CH2:9][C:10]([NH:12][NH2:13])=[O:11])[CH:5]=[CH:6][CH:7]=1.[Cl:14][C:15]1[CH:16]=[N:17][CH:18]=[C:19]([Cl:23])[C:20]=1[CH:21]=O. Product: [Cl:14][C:15]1[CH:16]=[N:17][CH:18]=[C:19]([Cl:23])[C:20]=1/[CH:21]=[N:13]/[NH:12][C:10](=[O:11])[CH2:9][NH:8][C:4]1[CH:5]=[CH:6][CH:7]=[C:2]([Cl:1])[CH:3]=1. The catalyst class is: 14. (6) Reactant: [CH2:1]([N:8]1[C:16]2[C:11](=[CH:12][C:13]([C:17]3[CH:26]=[CH:25][C:20]([O:21][CH2:22][C:23]#[N:24])=[CH:19][CH:18]=3)=[CH:14][CH:15]=2)[C:10]([CH2:27][C:28]2[CH:33]=[CH:32][CH:31]=[CH:30][CH:29]=2)=[C:9]1[C:34]1[CH:39]=[CH:38][CH:37]=[CH:36][CH:35]=1)[C:2]1[CH:7]=[CH:6][CH:5]=[CH:4][CH:3]=1.[N-:40]=[N+:41]=[N-:42].[Na+].[NH4+].[Cl-]. Product: [CH2:1]([N:8]1[C:16]2[C:11](=[CH:12][C:13]([C:17]3[CH:26]=[CH:25][C:20]([O:21][CH2:22][C:23]4[NH:42][N:41]=[N:40][N:24]=4)=[CH:19][CH:18]=3)=[CH:14][CH:15]=2)[C:10]([CH2:27][C:28]2[CH:29]=[CH:30][CH:31]=[CH:32][CH:33]=2)=[C:9]1[C:34]1[CH:39]=[CH:38][CH:37]=[CH:36][CH:35]=1)[C:2]1[CH:3]=[CH:4][CH:5]=[CH:6][CH:7]=1. The catalyst class is: 3. (7) Reactant: [NH2:1][C:2]1[CH:10]=[CH:9][C:8]([OH:11])=[CH:7][C:3]=1[C:4]([OH:6])=[O:5].[CH3:12][C:13]([O:16][C:17](O[C:17]([O:16][C:13]([CH3:15])([CH3:14])[CH3:12])=[O:18])=[O:18])([CH3:15])[CH3:14]. Product: [C:13]([O:16][C:17]([NH:1][C:2]1[CH:10]=[CH:9][C:8]([OH:11])=[CH:7][C:3]=1[C:4]([OH:6])=[O:5])=[O:18])([CH3:15])([CH3:14])[CH3:12]. The catalyst class is: 2. (8) Reactant: [C:1]([O:5][C:6]([N:8]1[CH2:13][CH2:12][N:11]([C:14]2[N:22]([C:23]3[CH:28]=[CH:27][CH:26]=[CH:25][C:24]=3[Cl:29])[C:21]3[C:20](=[O:30])[N:19]([CH2:31][O:32][C:33](=[O:38])[C:34]([CH3:37])([CH3:36])[CH3:35])[C:18](=[O:39])[NH:17][C:16]=3[N:15]=2)[CH2:10][CH2:9]1)=[O:7])([CH3:4])([CH3:3])[CH3:2].Br[CH2:41][C:42]([O:44][CH3:45])=[O:43].C(=O)([O-])[O-].[K+].[K+].C(OCC)(=O)C. Product: [C:1]([O:5][C:6]([N:8]1[CH2:13][CH2:12][N:11]([C:14]2[N:22]([C:23]3[CH:28]=[CH:27][CH:26]=[CH:25][C:24]=3[Cl:29])[C:21]3[C:20](=[O:30])[N:19]([CH2:31][O:32][C:33](=[O:38])[C:34]([CH3:37])([CH3:36])[CH3:35])[C:18](=[O:39])[N:17]([CH2:41][C:42]([O:44][CH3:45])=[O:43])[C:16]=3[N:15]=2)[CH2:10][CH2:9]1)=[O:7])([CH3:4])([CH3:2])[CH3:3]. The catalyst class is: 9. (9) Reactant: [NH2:1][C:2]1[N:7]=[C:6]([C:8]2[CH:15]=[CH:14][C:11]([C:12]#[N:13])=[C:10](F)[CH:9]=2)[CH:5]=[C:4]([N:17]2[CH2:22][CH2:21][CH2:20][CH2:19][CH2:18]2)[N:3]=1.O.[NH2:24][NH2:25]. Product: [NH2:1][C:2]1[N:7]=[C:6]([C:8]2[CH:9]=[C:10]3[C:11]([C:12]([NH2:13])=[N:24][NH:25]3)=[CH:14][CH:15]=2)[CH:5]=[C:4]([N:17]2[CH2:22][CH2:21][CH2:20][CH2:19][CH2:18]2)[N:3]=1. The catalyst class is: 14. (10) Reactant: C[Si]([N-][Si](C)(C)C)(C)C.[Na+].[Cl:11][C:12]1[CH:13]=[C:14]([CH2:18][C:19]([OH:21])=O)[CH:15]=[CH:16][CH:17]=1.COC(=O)[C:25]1[CH:30]=[CH:29][C:28]([Cl:31])=[C:27]([F:32])[CH:26]=1. Product: [Cl:31][C:28]1[CH:29]=[CH:30][C:25]([C:19](=[O:21])[CH2:18][C:14]2[CH:15]=[CH:16][CH:17]=[C:12]([Cl:11])[CH:13]=2)=[CH:26][C:27]=1[F:32]. The catalyst class is: 7.